This data is from Full USPTO retrosynthesis dataset with 1.9M reactions from patents (1976-2016). The task is: Predict the reactants needed to synthesize the given product. (1) Given the product [C:34]([NH:33][C:31](=[O:32])[C:30]1[CH:38]=[CH:39][CH:40]=[C:28]([CH2:27][N:24]2[CH2:25][CH2:26][N:21]([C:19](=[O:20])[C:18]3[CH:41]=[CH:42][C:15]([NH:14][C:2]([NH:48][CH2:47][CH:44]4[CH2:46][CH2:45]4)=[O:3])=[CH:16][C:17]=3[F:43])[CH2:22][CH2:23]2)[CH:29]=1)([CH3:37])([CH3:36])[CH3:35], predict the reactants needed to synthesize it. The reactants are: Cl[C:2](OC1C=CC([N+]([O-])=O)=CC=1)=[O:3].[NH2:14][C:15]1[CH:42]=[CH:41][C:18]([C:19]([N:21]2[CH2:26][CH2:25][N:24]([CH2:27][C:28]3[CH:29]=[C:30]([CH:38]=[CH:39][CH:40]=3)[C:31]([NH:33][C:34]([CH3:37])([CH3:36])[CH3:35])=[O:32])[CH2:23][CH2:22]2)=[O:20])=[C:17]([F:43])[CH:16]=1.[CH:44]1([CH2:47][NH2:48])[CH2:46][CH2:45]1. (2) Given the product [C:1]([N:5]([Si:17]([CH3:20])([CH3:19])[CH3:18])[C:6]1[CH:11]=[CH:10][CH:9]=[CH:8][CH:7]=1)([CH3:4])([CH3:2])[CH3:3], predict the reactants needed to synthesize it. The reactants are: [C:1]([NH:5][C:6]1[CH:11]=[CH:10][CH:9]=[CH:8][CH:7]=1)([CH3:4])([CH3:3])[CH3:2].[Li]CCCC.[Si:17](Cl)([CH3:20])([CH3:19])[CH3:18].